From a dataset of Experimentally validated miRNA-target interactions with 360,000+ pairs, plus equal number of negative samples. Binary Classification. Given a miRNA mature sequence and a target amino acid sequence, predict their likelihood of interaction. (1) The miRNA is hsa-miR-5700 with sequence UAAUGCAUUAAAUUAUUGAAGG. The protein sequence of the target gene is MSARAPKELRLALPPCLLNRTFASPNASGSGNTGARGPGAVGSGTCITQVGQQLFQSFSSTLVLIVLVTLIFCLIVLSLSTFHIHKRRMKKRKMQRAQEEYERDHCSGSRGGGGLPRPGRQAPTHAKETRLERQPRDSPFCAPSNASSLSSSSPGLPCQGPCAPPPPPPASSPQGAHAASSCLDTAGEGLLQTVVLS. Result: 0 (no interaction). (2) The protein sequence of the target gene is MATSGRLGFTVRSLLNLPEQDAKPRVRREQQTCVPQTAAWLESECSHYLSSDESGLETSPADSSQLASLRRESPGSDPEKRRKRRVLFSKAQTLELERRFRQQRYLSAPEREQLARLLRLTPTQVKIWFQNHRYKLKRGRAPGITEPSDMAASSDLHAAPGLLRRVVVPVLVHDRPPSNNGRGEGTSAVPQDKCSARLATACPVPGYTAFGPGSALGLFPAYQHLAPPALVSWNW. Result: 0 (no interaction). The miRNA is cel-miR-785-3p with sequence UAAGUGAAUUGUUUUGUGUAGA. (3) The miRNA is hsa-miR-1250-3p with sequence ACAUUUUCCAGCCCAUUCA. The protein sequence of the target gene is METLTSRHEKRALHSQASAISQDREEKIMSQEPLSFKDVAVVFTEEELELLDSTQRQLYQDVMQENFRNLLSVGERNPLGDKNGKDTEYIQDEELRFFSHKELSSCKIWEEVAGELPGSQDCRVNLQGKDFQFSEDAAPHQGWEGASTPCFPIENSLDSLQGDGLIGLENQQFPAWRAIRPIPIQGSWAKAFVNQLGDVQERCKNLDTEDTVYKCNWDDDSFCWISCHVDHRFPEIDKPCGCNKCRKDCIKNSVLHRINPGENGLKSNEYRNGFRDDADLPPHPRVPLKEKLCQYDEFSE.... Result: 1 (interaction). (4) The miRNA is hsa-miR-3674 with sequence AUUGUAGAACCUAAGAUUGGCC. The protein sequence of the target gene is MVFPAKRFCLVPSMEGVRWAFSCGTWLPSRAEWLLAVRSIQPEEKERIGQFVFARDAKAAMAGRLMIRKLVAEKLNIPWNHIRLQRTAKGKPVLAKDSSNPYPNFNFNISHQGDYAVLAAEPELQVGIDIMKTSFPGRGSIPEFFHIMKRKFTNKEWETIRSFKDEWTQLDMFYRNWALKESFIKAIGVGLGFELQRLEFDLSPLNLDIGQVYKETRLFLDGEEEKEWAFEESKIDEHHFVAVALRKPDGSRHQDVPSQDDSKPTQRQFTILNFNDLMSSAVPMTPEDPSFWDCFCFTEE.... Result: 0 (no interaction). (5) The miRNA is mmu-miR-3074-5p with sequence GUUCCUGCUGAACUGAGCCAGU. The protein sequence of the target gene is MASEVVCGLIFRLLLPICLAVACAFRYNGLSFVYLIYLLLIPLFSEPTKATMQGHTGRLLQSLCITSLSFLLLHIIFHITLASLEAQHRITPAYNCSTWEKTFRQIGFESLKGADAGNGIRVFVPDIGMFIASLTIWLVCRTIVKKPDTEEIAQLNSECENEELAGGEKMDSEEALIYEEDLDGEEGMEGELEESTKLKILRRFASVASKLKEFIGNMITTAGKVVVTILLGSSGMMLPSLTSAVYFFVFLGLCTWWSWCRTFDPLLFGCLCVLLAIFTAGHLIGLYLYQFQFFQEAVPP.... Result: 1 (interaction). (6) The miRNA is hsa-miR-1295b-5p with sequence CACCCAGAUCUGCGGCCUAAU. The protein sequence of the target gene is MDESALLDLLECPVCLERLDASAKVLPCQHTFCKRCLLGIVGSRNELRCPECRTLVGSGVDELPSNILLVRLLDGIKQRPWKPGPGGGGGTTCTNTLRAQGSTVVNCGSKDLQSSQCGQQPRVQAWSPPVRGIPQLPCAKALYNYEGKEPGDLKFSKGDIIILRRQVDENWYHGEVSGVHGFFPTNFVQIIKPLPQPPPQCKALYDFEVKDKEADKDCLPFAKDDVLTVIRRVDENWAEGMLADKIGIFPISYVEFNSAAKQLIEWDKPPVPGVDTAECPSATAQSTSASKHPDTKKNTR.... Result: 0 (no interaction). (7) Result: 0 (no interaction). The miRNA is mmu-miR-20a-5p with sequence UAAAGUGCUUAUAGUGCAGGUAG. The protein sequence of the target gene is MAEMAELCELYEESNELQMDVLPGEGYMEVGRGARGPAPEEGPMEEEAGPAAARAQRGLFPEAGADLEGDEFDDWEDDYEFPEEERWSGAMHRVSAALEEANKVFLRTARAGDALDGGFQARCEKSPFDQLAFIEELFSLMVVNRLTEELGCDEIIDRELMLTREEETT. (8) The miRNA is hsa-miR-6788-3p with sequence UUCGCCACUUCCCUCCCUGCAG. The protein sequence of the target gene is MEHLERCEWLLRGTLVRAAVRRYLPWALVASMLAGSLLKELSPLPESYLSNKRNVLNVYFVKVAWAWTFCLLLPFIALTNYHLTGKAGLVLRRLSTLLVGTAIWYICTSIFSNIEHYTGSCYQSPALEGVRKEHQSKQQCHQEGGFWHGFDISGHSFLLTFCALMIVEEMSVLHEVKTDRSHCLHTAITTLVVALGILTFIWVLMFLCTAVYFHNLSQKVFGTLFGLLSWYGTYGFWYPKAFSPGLPPQSCSLNLKQDSYKK. Result: 0 (no interaction). (9) The miRNA is hsa-miR-30d-5p with sequence UGUAAACAUCCCCGACUGGAAG. The protein sequence of the target gene is MMATQTLSIDSYQDGQQMQVVTELKTEQDPNCSEPDAEGVSPPPVESQTPMDVDKQAIYRHPLFPLLALLFEKCEQSTQGSEGTTSASFDVDIENFVRKQEKEGKPFFCEDPETDNLMVKAIQVLRIHLLELEKVNELCKDFCSRYIACLKTKMNSETLLSGEPGSPYSPVQSQQIQSAITGTISPQGIVVPASALQQGNVAMATVAGGTVYQPVTVVTPQGQVVTQTLSPGTIRIQNSQLQLQLNQDLSILHQDDGSSKNKRGVLPKHATNVMRSWLFQHIGHPYPTEDEKKQIAAQTN.... Result: 0 (no interaction). (10) The miRNA is mmu-miR-669h-5p with sequence AUGCAUGGGUGUAUAGUUGAGUGC. The protein sequence of the target gene is MEPQPGGARSCRRGAPGGACELNTATESAAPMSLAIHSTTGTRYDLSVPHDETVEGLRKRLSQRLKVPKERLALLHKDTRLSSGKLQEFGVGDGSKLTLVPTVEAGLMSQASRPEQSVMQALESLTETQVSDFLSGRSPLTLALRVGDHMMFVQLQLAAQHAPLQHRHVLAAAAAAAAAARGDSSVATPVSSPCRPVSSAARVPPVSSSPSSPVSPSPVTAGSFRSHAASTTCPEQMDCSPPASSSSTSTPGSSPTPRSRKPGAVIESFVNHAPGVFSGTFSGTLHPNCQDSSGRPRRDI.... Result: 0 (no interaction).